From a dataset of Catalyst prediction with 721,799 reactions and 888 catalyst types from USPTO. Predict which catalyst facilitates the given reaction. (1) Reactant: [CH3:1][O:2][C:3]1[CH:4]=[C:5]([CH:18]=[CH:19][C:20]=1[O:21][CH3:22])[C:6]1[O:7][C:8]2[C:13]([C:14](=[O:16])[CH:15]=1)=[CH:12][CH:11]=[C:10]([OH:17])[CH:9]=2.[H-].[Na+].[CH2:25]([CH:27]1[O:29][CH2:28]1)Cl. Product: [CH3:1][O:2][C:3]1[CH:4]=[C:5]([CH:18]=[CH:19][C:20]=1[O:21][CH3:22])[C:6]1[O:7][C:8]2[C:13]([C:14](=[O:16])[CH:15]=1)=[CH:12][CH:11]=[C:10]([O:17][CH2:25][CH:27]1[O:29][CH2:28]1)[CH:9]=2. The catalyst class is: 9. (2) Reactant: [CH2:1]([O:3][C:4](=[O:18])[C:5]([F:17])([F:16])[CH2:6][NH:7][CH2:8][CH2:9][C:10]1[CH:15]=[CH:14][CH:13]=[CH:12][CH:11]=1)[CH3:2].[Cl:19][C:20]1[N:25]=[C:24](Cl)[C:23]([N+:27]([O-:29])=[O:28])=[CH:22][N:21]=1.C(=O)(O)[O-].[Na+]. Product: [CH2:1]([O:3][C:4](=[O:18])[C:5]([F:17])([F:16])[CH2:6][N:7]([C:22]1[C:23]([N+:27]([O-:29])=[O:28])=[CH:24][N:25]=[C:20]([Cl:19])[N:21]=1)[CH2:8][CH2:9][C:10]1[CH:15]=[CH:14][CH:13]=[CH:12][CH:11]=1)[CH3:2]. The catalyst class is: 13. (3) Reactant: [Cl:1][C:2]1[N:7]=[C:6](Cl)[CH:5]=[CH:4][N:3]=1.[F:9][C:10]1[CH:15]=[CH:14][C:13](B(O)O)=[CH:12][CH:11]=1.C(=O)([O-])[O-].[K+].[K+].C(O)C.O. Product: [Cl:1][C:2]1[N:7]=[C:6]([C:13]2[CH:14]=[CH:15][C:10]([F:9])=[CH:11][CH:12]=2)[CH:5]=[CH:4][N:3]=1. The catalyst class is: 109. (4) Reactant: C[O:2][C:3]1[CH:4]=[C:5]2[C:28](=[CH:29][CH:30]=1)[C:9]1=[N:10][O:11][C:12]([C:13]3[O:17][N:16]=[C:15]([C:18]4[CH:23]=[CH:22][CH:21]=[CH:20][CH:19]=4)[C:14]=3[C:24]([F:27])([F:26])[F:25])=[C:8]1[CH2:7][CH2:6]2. Product: [C:18]1([C:15]2[C:14]([C:24]([F:27])([F:26])[F:25])=[C:13]([C:12]3[O:11][N:10]=[C:9]4[C:28]5[C:5]([CH2:6][CH2:7][C:8]=34)=[CH:4][C:3]([OH:2])=[CH:30][CH:29]=5)[O:17][N:16]=2)[CH:23]=[CH:22][CH:21]=[CH:20][CH:19]=1. The catalyst class is: 4. (5) Reactant: [P:1]([CH2:5][NH:6][CH2:7][C:8]([OH:10])=[O:9])([OH:4])([OH:3])=[O:2].[C:11](Cl)(=[O:15])[C:12]([CH3:14])=[CH2:13].Cl.[Na+].[Cl-]. Product: [C:11]([N:6]([CH2:5][P:1]([OH:4])([OH:3])=[O:2])[CH2:7][C:8]([OH:10])=[O:9])(=[O:15])[C:12]([CH3:14])=[CH2:13]. The catalyst class is: 74. (6) Reactant: [Cl:1][C:2]1[CH:3]=[C:4]([C:9]2([C:27]([F:30])([F:29])[F:28])[O:13][N:12]=[C:11]([C:14]3[C:23]4[C:18](=[CH:19][CH:20]=[CH:21][CH:22]=4)[C:17]([C:24](O)=[O:25])=[CH:16][CH:15]=3)[CH2:10]2)[CH:5]=[C:6]([Cl:8])[CH:7]=1.ClC1C=C(C2(C(F)(F)F)ON=C(C3C4C(=CC=CC=4)C(C(OC)=O)=CC=3)C2)C=C(Cl)C=1.CCCP(=O)=O.[F:68][C:69]([F:73])([F:72])[CH2:70][NH2:71]. Product: [Cl:8][C:6]1[CH:5]=[C:4]([C:9]2([C:27]([F:28])([F:30])[F:29])[O:13][N:12]=[C:11]([C:14]3[C:23]4[C:18](=[CH:19][CH:20]=[CH:21][CH:22]=4)[C:17]([C:24]([NH:71][CH2:70][C:69]([F:73])([F:72])[F:68])=[O:25])=[CH:16][CH:15]=3)[CH2:10]2)[CH:3]=[C:2]([Cl:1])[CH:7]=1. The catalyst class is: 119. (7) Reactant: C(Cl)(=O)C(Cl)=O.[CH3:7][O:8][C:9]([C:11]1[CH:12]=[C:13]([CH:17]=[CH:18][C:19]=1[O:20][CH2:21][C:22]1[CH:27]=[CH:26][CH:25]=[CH:24][CH:23]=1)[C:14]([OH:16])=O)=[O:10].[NH:28]1[CH2:32][CH2:31][CH2:30][CH2:29]1.O. The catalyst class is: 120. Product: [C:22]1([CH2:21][O:20][C:19]2[CH:18]=[CH:17][C:13]([C:14]([N:28]3[CH2:32][CH2:31][CH2:30][CH2:29]3)=[O:16])=[CH:12][C:11]=2[C:9]([O:8][CH3:7])=[O:10])[CH:27]=[CH:26][CH:25]=[CH:24][CH:23]=1.